This data is from NCI-60 drug combinations with 297,098 pairs across 59 cell lines. The task is: Regression. Given two drug SMILES strings and cell line genomic features, predict the synergy score measuring deviation from expected non-interaction effect. (1) Drug 1: CCN(CC)CCNC(=O)C1=C(NC(=C1C)C=C2C3=C(C=CC(=C3)F)NC2=O)C. Drug 2: CC1CCCC2(C(O2)CC(NC(=O)CC(C(C(=O)C(C1O)C)(C)C)O)C(=CC3=CSC(=N3)C)C)C. Cell line: 786-0. Synergy scores: CSS=35.0, Synergy_ZIP=3.53, Synergy_Bliss=1.48, Synergy_Loewe=-14.4, Synergy_HSA=-2.06. (2) Drug 1: C1CC(C1)(C(=O)O)C(=O)O.[NH2-].[NH2-].[Pt+2]. Drug 2: CS(=O)(=O)CCNCC1=CC=C(O1)C2=CC3=C(C=C2)N=CN=C3NC4=CC(=C(C=C4)OCC5=CC(=CC=C5)F)Cl. Cell line: MDA-MB-435. Synergy scores: CSS=-1.32, Synergy_ZIP=0.535, Synergy_Bliss=-2.28, Synergy_Loewe=-3.15, Synergy_HSA=-3.63. (3) Drug 1: CC1CCCC2(C(O2)CC(NC(=O)CC(C(C(=O)C(C1O)C)(C)C)O)C(=CC3=CSC(=N3)C)C)C. Drug 2: CC1C(C(CC(O1)OC2CC(CC3=C2C(=C4C(=C3O)C(=O)C5=C(C4=O)C(=CC=C5)OC)O)(C(=O)CO)O)N)O.Cl. Cell line: OVCAR-5. Synergy scores: CSS=29.4, Synergy_ZIP=0.735, Synergy_Bliss=-4.09, Synergy_Loewe=-1.80, Synergy_HSA=-1.60. (4) Drug 1: C1CC(C1)(C(=O)O)C(=O)O.[NH2-].[NH2-].[Pt+2]. Drug 2: CCN(CC)CCCC(C)NC1=C2C=C(C=CC2=NC3=C1C=CC(=C3)Cl)OC. Cell line: HCC-2998. Synergy scores: CSS=21.8, Synergy_ZIP=-3.82, Synergy_Bliss=6.53, Synergy_Loewe=-16.8, Synergy_HSA=4.90. (5) Drug 2: C1CC(C1)(C2=CC=C(C=C2)C3=C(C=C4C(=N3)C=CN5C4=NNC5=O)C6=CC=CC=C6)N. Drug 1: C1=C(C(=O)NC(=O)N1)F. Cell line: NCI-H460. Synergy scores: CSS=51.1, Synergy_ZIP=-0.225, Synergy_Bliss=0.643, Synergy_Loewe=4.83, Synergy_HSA=6.24. (6) Drug 1: CN1CCC(CC1)COC2=C(C=C3C(=C2)N=CN=C3NC4=C(C=C(C=C4)Br)F)OC. Drug 2: CNC(=O)C1=NC=CC(=C1)OC2=CC=C(C=C2)NC(=O)NC3=CC(=C(C=C3)Cl)C(F)(F)F. Cell line: SF-295. Synergy scores: CSS=13.2, Synergy_ZIP=-1.63, Synergy_Bliss=-2.30, Synergy_Loewe=-13.4, Synergy_HSA=-1.41.